This data is from Forward reaction prediction with 1.9M reactions from USPTO patents (1976-2016). The task is: Predict the product of the given reaction. (1) Given the reactants [OH:1][C:2]1[CH:10]=[CH:9][C:5]([CH2:6][C:7]#[N:8])=[CH:4][CH:3]=1.[CH2:11](Br)[C:12]1[CH:17]=[CH:16][CH:15]=[CH:14][CH:13]=1.C(=O)([O-])[O-].[K+].[K+], predict the reaction product. The product is: [CH2:11]([O:1][C:2]1[CH:10]=[CH:9][C:5]([CH2:6][C:7]#[N:8])=[CH:4][CH:3]=1)[C:12]1[CH:17]=[CH:16][CH:15]=[CH:14][CH:13]=1. (2) The product is: [CH2:27]([NH:34][C:35]1[CH:40]=[C:39]([CH2:41][CH2:42][CH2:43][CH2:44][CH3:45])[N:38]=[C:37]([N:15]([CH2:14][C:13]2[CH:12]=[CH:11][C:10]([O:9][CH3:8])=[CH:26][CH:25]=2)[CH2:16][C:17]2[CH:22]=[CH:21][C:20]([O:23][CH3:24])=[CH:19][CH:18]=2)[C:36]=1[N+:47]([O-:49])=[O:48])[C:28]1[CH:33]=[CH:32][CH:31]=[CH:30][CH:29]=1. Given the reactants C(N(CC)CC)C.[CH3:8][O:9][C:10]1[CH:26]=[CH:25][C:13]([CH2:14][NH:15][CH2:16][C:17]2[CH:22]=[CH:21][C:20]([O:23][CH3:24])=[CH:19][CH:18]=2)=[CH:12][CH:11]=1.[CH2:27]([NH:34][C:35]1[CH:40]=[C:39]([CH2:41][CH2:42][CH2:43][CH2:44][CH3:45])[N:38]=[C:37](Cl)[C:36]=1[N+:47]([O-:49])=[O:48])[C:28]1[CH:33]=[CH:32][CH:31]=[CH:30][CH:29]=1, predict the reaction product.